Task: Predict the reaction yield, written as a fraction of the theoretical maximum amount of product (1.0 means a 100% yield; for example, 0.34 means a 34% yield).. Dataset: Reaction yield outcomes from USPTO patents with 853,638 reactions (1) The reactants are [C:1]([O:4][CH2:5][C@@H:6]1[C@@H:11]([O:12][C:13](=[O:15])[CH3:14])[C@H:10](OC(=O)C)[CH:9]=[CH:8][O:7]1)(=[O:3])[CH3:2].[Br:20][C:21]1[CH:22]=[C:23](B(O)O)[CH:24]=[CH:25][CH:26]=1. The catalyst is CC#N.C([O-])(=O)C.[Pd+2].C([O-])(=O)C. The product is [C:1]([O:4][CH2:5][C@@H:6]1[C@@H:11]([O:12][C:13](=[O:15])[CH3:14])[CH:10]=[CH:9][C@@H:8]([C:25]2[CH:24]=[CH:23][CH:22]=[C:21]([Br:20])[CH:26]=2)[O:7]1)(=[O:3])[CH3:2]. The yield is 0.400. (2) The reactants are C([O-])(=O)C.[Na+].[C:6]([C:9]1[CH:19]=[C:18]([F:20])[CH:17]=[CH:16][C:10]=1[O:11][CH2:12]C(O)=O)(=O)[CH3:7].O. The catalyst is C(OC(=O)C)(=O)C. The product is [F:20][C:18]1[CH:17]=[CH:16][C:10]2[O:11][CH:12]=[C:6]([CH3:7])[C:9]=2[CH:19]=1. The yield is 0.590. (3) The reactants are C[C:2]1[N:7]=[C:6](Cl)[CH:5]=[C:4](Cl)[N:3]=1.C[CH2:11][N:12](C(C)C)[CH:13](C)C.[NH2:19][C@@H:20]1[CH2:25][CH2:24][C@H:23]([NH:26][C:27](=[O:36])[C:28]2[CH:33]=[CH:32][C:31]([F:34])=[C:30]([F:35])[CH:29]=2)[CH2:22][CH2:21]1.[CH3:37]NC.[C:40]([OH:46])([C:42]([F:45])([F:44])[F:43])=[O:41]. The catalyst is CC(O)C. The product is [F:43][C:42]([F:45])([F:44])[C:40]([OH:46])=[O:41].[CH3:11][N:12]([CH3:13])[C:6]1[N:7]=[CH:2][N:3]=[C:4]([NH:19][C@@H:20]2[CH2:21][CH2:22][C@H:23]([NH:26][C:27](=[O:36])[C:28]3[CH:33]=[CH:32][C:31]([F:34])=[C:30]([F:35])[CH:29]=3)[CH2:24][CH2:25]2)[C:5]=1[CH3:37]. The yield is 0.640. (4) The reactants are Br[C:2]1[N:7]=[C:6]([C:8]2[N:13]=[CH:12][CH:11]=[CH:10][N:9]=2)[CH:5]=[CH:4][CH:3]=1.C1(C)C=CC=CC=1P(C1C=CC=CC=1C)C1C=CC=CC=1C.C(=O)([O-])[O-].[Cs+].[Cs+].[S:42]1[CH:46]=[CH:45][N:44]=[C:43]1[C:47]1[S:51][CH:50]=[N:49][CH:48]=1.C(=O)(O)[O-].[Na+]. The catalyst is CN(C)C=O.CC([O-])=O.CC([O-])=O.[Pd+2]. The product is [N:9]1[CH:10]=[CH:11][CH:12]=[N:13][C:8]=1[C:6]1[N:7]=[C:2]([C:46]2[S:42][C:43]([C:47]3[S:51][CH:50]=[N:49][CH:48]=3)=[N:44][CH:45]=2)[CH:3]=[CH:4][CH:5]=1. The yield is 0.112. (5) The reactants are F[C:2]1[C:7]([N+:8]([O-:10])=[O:9])=[CH:6][CH:5]=[C:4]([F:11])[C:3]=1[CH2:12][C:13]#[N:14].[NH2:15][C:16]1[CH:21]=[CH:20][CH:19]=[CH:18][CH:17]=1. The catalyst is CS(C)=O.O. The product is [F:11][C:4]1[C:3]([CH2:12][C:13]#[N:14])=[C:2]([NH:15][C:16]2[CH:21]=[CH:20][CH:19]=[CH:18][CH:17]=2)[C:7]([N+:8]([O-:10])=[O:9])=[CH:6][CH:5]=1. The yield is 0.180. (6) The reactants are [Cl:1][C:2]1[N:7]=[CH:6][C:5](N)=[CH:4][C:3]=1[CH3:9].[ClH:10].N([O-])=O.[Na+].[S:15](=[O:17])=[O:16]. No catalyst specified. The product is [Cl:1][C:2]1[N:7]=[CH:6][C:5]([S:15]([Cl:10])(=[O:17])=[O:16])=[CH:4][C:3]=1[CH3:9]. The yield is 0.620.